Dataset: Full USPTO retrosynthesis dataset with 1.9M reactions from patents (1976-2016). Task: Predict the reactants needed to synthesize the given product. (1) Given the product [ClH:17].[CH3:1][C:2]1[N:7]=[C:6]([S:8][CH2:9][C:10]2[CH:11]=[N:12][CH:13]=[CH:14][CH:15]=2)[N:5]=[C:4]([OH:16])[CH:3]=1, predict the reactants needed to synthesize it. The reactants are: [CH3:1][C:2]1[N:7]=[C:6]([S:8][CH2:9][C:10]2[CH:11]=[N:12][CH:13]=[CH:14][CH:15]=2)[N:5]=[C:4]([OH:16])[CH:3]=1.[ClH:17].O1CCOCC1. (2) Given the product [NH2:3][CH2:2][C:4]1[C:5]([N:10]([CH3:12])[CH3:11])=[N:6][CH:7]=[CH:8][CH:9]=1, predict the reactants needed to synthesize it. The reactants are: N.[C:2]([C:4]1[C:5]([N:10]([CH3:12])[CH3:11])=[N:6][CH:7]=[CH:8][CH:9]=1)#[N:3].